Dataset: Merck oncology drug combination screen with 23,052 pairs across 39 cell lines. Task: Regression. Given two drug SMILES strings and cell line genomic features, predict the synergy score measuring deviation from expected non-interaction effect. Drug 1: NC1(c2ccc(-c3nc4ccn5c(=O)[nH]nc5c4cc3-c3ccccc3)cc2)CCC1. Drug 2: Cn1c(=O)n(-c2ccc(C(C)(C)C#N)cc2)c2c3cc(-c4cnc5ccccc5c4)ccc3ncc21. Cell line: OCUBM. Synergy scores: synergy=22.9.